From a dataset of CYP1A2 inhibition data for predicting drug metabolism from PubChem BioAssay. Regression/Classification. Given a drug SMILES string, predict its absorption, distribution, metabolism, or excretion properties. Task type varies by dataset: regression for continuous measurements (e.g., permeability, clearance, half-life) or binary classification for categorical outcomes (e.g., BBB penetration, CYP inhibition). Dataset: cyp1a2_veith. (1) The molecule is c1ccc(-c2csc(N3CCc4ccccc4C3)n2)cc1. The result is 1 (inhibitor). (2) The result is 1 (inhibitor). The molecule is Cc1ccc(-c2noc(-c3cc4ccccc4oc3=O)n2)cc1. (3) The result is 1 (inhibitor). The molecule is CC(C)Sc1cc(N2CCOCC2)nc(-c2ccc(Cl)cc2)n1.